The task is: Predict the reaction yield, written as a fraction of the theoretical maximum amount of product (1.0 means a 100% yield; for example, 0.34 means a 34% yield).. This data is from Reaction yield outcomes from USPTO patents with 853,638 reactions. (1) The reactants are C(OC([N:8]1[CH2:13][CH2:12][C:11]([CH2:26][CH2:27][CH3:28])([C:14]([C:16]2[CH:25]=[CH:24][C:23]3[C:18](=[CH:19][CH:20]=[CH:21][CH:22]=3)[N:17]=2)=[O:15])[CH2:10][CH2:9]1)=O)(C)(C)C.[ClH:29]. The catalyst is CO. The yield is 0.800. The product is [ClH:29].[CH2:26]([C:11]1([C:14]([C:16]2[CH:25]=[CH:24][C:23]3[C:18](=[CH:19][CH:20]=[CH:21][CH:22]=3)[N:17]=2)=[O:15])[CH2:12][CH2:13][NH:8][CH2:9][CH2:10]1)[CH2:27][CH3:28]. (2) The reactants are CN(C=O)C.Br[C:7]1[CH:15]=[C:14]2[C:10]([CH2:11][O:12][C:13]2=[O:16])=[CH:9][CH:8]=1.[CH3:17][C:18]1([CH3:34])[C:22]([CH3:24])([CH3:23])[O:21][B:20]([B:20]2[O:21][C:22]([CH3:24])([CH3:23])[C:18]([CH3:34])([CH3:17])[O:19]2)[O:19]1.C([O-])(=O)C.[K+]. The catalyst is C1C=CC(P(C2C=CC=CC=2)[C-]2C=CC=C2)=CC=1.C1C=CC(P(C2C=CC=CC=2)[C-]2C=CC=C2)=CC=1.Cl[Pd]Cl.[Fe+2].O.C(OCC)(=O)C. The product is [CH3:17][C:18]1([CH3:34])[C:22]([CH3:24])([CH3:23])[O:21][B:20]([C:7]2[CH:15]=[C:14]3[C:10]([CH2:11][O:12][C:13]3=[O:16])=[CH:9][CH:8]=2)[O:19]1. The yield is 0.830.